From a dataset of Catalyst prediction with 721,799 reactions and 888 catalyst types from USPTO. Predict which catalyst facilitates the given reaction. Reactant: [OH-:1].[K+].[CH:3]([O:6][C:7]1[CH:15]=[C:14]([O:16][CH:17]([CH3:19])[CH3:18])[CH:13]=[C:12]2[C:8]=1[C:9](=[O:21])C(=O)[NH:11]2)([CH3:5])[CH3:4].OO.Cl. Product: [NH2:11][C:12]1[CH:13]=[C:14]([O:16][CH:17]([CH3:18])[CH3:19])[CH:15]=[C:7]([O:6][CH:3]([CH3:4])[CH3:5])[C:8]=1[C:9]([OH:21])=[O:1]. The catalyst class is: 6.